From a dataset of Full USPTO retrosynthesis dataset with 1.9M reactions from patents (1976-2016). Predict the reactants needed to synthesize the given product. (1) Given the product [CH2:14]([C:6]1[C:7]2[N:8]([C:10]([NH2:13])=[N:11][N:12]=2)[N:9]=[C:4]([O:16][CH:6]([CH2:14][CH3:15])[CH2:5][CH3:4])[CH:5]=1)[CH3:15], predict the reactants needed to synthesize it. The reactants are: [H-].[Na+].Cl[C:4]1[CH:5]=[C:6]([CH2:14][CH3:15])[C:7]2[N:8]([C:10]([NH2:13])=[N:11][N:12]=2)[N:9]=1.[OH2:16].ClCCl. (2) Given the product [C:14]([O:13][C:11]([NH:10][C:8]1[S:9][C:5]([C:3]([OH:4])=[O:2])=[CH:6][N:7]=1)=[O:12])([CH3:17])([CH3:15])[CH3:16], predict the reactants needed to synthesize it. The reactants are: C[O:2][C:3]([C:5]1[S:9][C:8]([NH:10][C:11]([O:13][C:14]([CH3:17])([CH3:16])[CH3:15])=[O:12])=[N:7][CH:6]=1)=[O:4].CO.[OH-].[Na+]. (3) Given the product [C:1]([O:5][C:6](=[O:19])[NH:7][CH2:8][C@@H:9]1[CH2:11][C@H:10]1[C:12]1[CH:17]=[CH:16][C:15]([C:27]2[O:26][CH:30]=[CH:29][CH:28]=2)=[CH:14][CH:13]=1)([CH3:4])([CH3:3])[CH3:2], predict the reactants needed to synthesize it. The reactants are: [C:1]([O:5][C:6](=[O:19])[NH:7][CH2:8][C@@H:9]1[CH2:11][C@H:10]1[C:12]1[CH:17]=[CH:16][C:15](Br)=[CH:14][CH:13]=1)([CH3:4])([CH3:3])[CH3:2].C([O-])([O-])=O.[K+].[K+].[O:26]1[CH:30]=[CH:29][CH:28]=[C:27]1B(O)O. (4) Given the product [C:1]([C:4]1[CH:5]=[N:6][C:7]2[C:12]([C:13]=1[NH:14][C:15]1[CH:16]=[CH:17][C:18]([N:21]3[CH2:25][CH2:24][CH:23]([N:26]([CH3:34])[C:27](=[O:33])[O:28][C:29]([CH3:32])([CH3:31])[CH3:30])[CH2:22]3)=[N:19][CH:20]=1)=[CH:11][C:10]([C:41]1[CH:40]=[C:39]([F:52])[C:38]([OH:53])=[C:37]([Cl:36])[CH:42]=1)=[CH:9][CH:8]=2)(=[O:3])[CH3:2], predict the reactants needed to synthesize it. The reactants are: [C:1]([C:4]1[CH:5]=[N:6][C:7]2[C:12]([C:13]=1[NH:14][C:15]1[CH:16]=[CH:17][C:18]([N:21]3[CH2:25][CH2:24][CH:23]([N:26]([CH3:34])[C:27](=[O:33])[O:28][C:29]([CH3:32])([CH3:31])[CH3:30])[CH2:22]3)=[N:19][CH:20]=1)=[CH:11][C:10](Br)=[CH:9][CH:8]=2)(=[O:3])[CH3:2].[Cl:36][C:37]1[CH:42]=[C:41](B2OC(C)(C)C(C)(C)O2)[CH:40]=[C:39]([F:52])[C:38]=1[OH:53]. (5) Given the product [C:14]([O:18][C:19]([NH:21][C@@H:22]([CH2:26][CH2:27][CH2:28][CH2:29][NH:30][S:31][C:32]1[C:37]([N+:38]([O-:40])=[O:39])=[CH:36][CH:35]=[CH:34][N:33]=1)[C:23]([O:25][CH2:2][C:3]#[N:4])=[O:24])=[O:20])([CH3:17])([CH3:15])[CH3:16], predict the reactants needed to synthesize it. The reactants are: Br[CH2:2][C:3]#[N:4].C(N(CC)C(C)C)(C)C.[C:14]([O:18][C:19]([NH:21][C@@H:22]([CH2:26][CH2:27][CH2:28][CH2:29][NH:30][S:31][C:32]1[C:37]([N+:38]([O-:40])=[O:39])=[CH:36][CH:35]=[CH:34][N:33]=1)[C:23]([OH:25])=[O:24])=[O:20])([CH3:17])([CH3:16])[CH3:15]. (6) Given the product [CH3:21][N:19]([CH3:20])[CH2:18][CH2:17][N:12]1[C:11](=[O:22])[C:10]2[CH:23]=[CH:24][CH:25]=[C:8]3[C:9]=2[C:14](=[C:15]2[C:2]([NH:1][C:13](=[O:16])[CH2:14][C:29](=[O:30])[CH2:8][CH2:7][C:6]4[CH:15]=[CH:2][CH:3]=[CH:4][CH:5]=4)=[CH:3][CH:4]=[CH:5][C:6]2=[CH:7]3)[C:13]1=[O:16], predict the reactants needed to synthesize it. The reactants are: [NH2:1][C:2]1[C:15]2[C:6](=[CH:7][C:8]3[C:9]4[C:14]=2[C:13](=[O:16])[N:12]([CH2:17][CH2:18][N:19]([CH3:21])[CH3:20])[C:11](=[O:22])[C:10]=4[CH:23]=[CH:24][CH:25]=3)[CH:5]=[CH:4][CH:3]=1.C(Cl)Cl.[CH3:29][OH:30].